This data is from Reaction yield outcomes from USPTO patents with 853,638 reactions. The task is: Predict the reaction yield, written as a fraction of the theoretical maximum amount of product (1.0 means a 100% yield; for example, 0.34 means a 34% yield). (1) The reactants are [NH2:1][C:2]1[S:3][CH:4]=[C:5]([CH2:7][O:8]/[N:9]=[C:10](/[C:13]2[CH:18]=[CH:17][CH:16]=[CH:15][CH:14]=2)\[C:11]#[N:12])[N:6]=1.N1C=CC=CC=1.[C:25]1([CH2:31][CH2:32][O:33][C:34](Cl)=[O:35])[CH:30]=[CH:29][CH:28]=[CH:27][CH:26]=1. The catalyst is ClCCl. The product is [C:11](/[C:10](=[N:9]\[O:8][CH2:7][C:5]1[N:6]=[C:2]([NH:1][C:34](=[O:35])[O:33][CH2:32][CH2:31][C:25]2[CH:30]=[CH:29][CH:28]=[CH:27][CH:26]=2)[S:3][CH:4]=1)/[C:13]1[CH:18]=[CH:17][CH:16]=[CH:15][CH:14]=1)#[N:12]. The yield is 0.550. (2) The reactants are Cl[CH2:2][C:3]1[CH:4]=[C:5]([C:9]2[CH:10]=[C:11]3[C:16](=[CH:17][CH:18]=2)[N:15]([CH3:19])[C:14](=[O:20])[CH2:13][CH2:12]3)[CH:6]=[N:7][CH:8]=1.C([O-])([O-])=O.[K+].[K+].[CH2:27]([C:29]1([NH2:33])[CH2:32][O:31][CH2:30]1)[CH3:28]. The product is [CH2:27]([C:29]1([NH:33][CH2:2][C:3]2[CH:4]=[C:5]([C:9]3[CH:10]=[C:11]4[C:16](=[CH:17][CH:18]=3)[N:15]([CH3:19])[C:14](=[O:20])[CH2:13][CH2:12]4)[CH:6]=[N:7][CH:8]=2)[CH2:32][O:31][CH2:30]1)[CH3:28]. The catalyst is CN(C=O)C. The yield is 0.172. (3) The reactants are [CH2:1]([O:8][C:9]1[CH:14]=[C:13]([O:15][CH2:16][CH2:17][O:18][CH3:19])[CH:12]=[CH:11][C:10]=1[CH2:20][CH:21]=[O:22])[C:2]1[CH:7]=[CH:6][CH:5]=[CH:4][CH:3]=1.[BH4-].[Na+].Cl. The catalyst is CO.O. The product is [CH2:1]([O:8][C:9]1[CH:14]=[C:13]([O:15][CH2:16][CH2:17][O:18][CH3:19])[CH:12]=[CH:11][C:10]=1[CH2:20][CH2:21][OH:22])[C:2]1[CH:3]=[CH:4][CH:5]=[CH:6][CH:7]=1. The yield is 0.830.